Predict the product of the given reaction. From a dataset of Forward reaction prediction with 1.9M reactions from USPTO patents (1976-2016). (1) Given the reactants [C:1]([OH:20])(=[O:19])[CH2:2][CH2:3][CH2:4][CH2:5][CH2:6][CH2:7][CH2:8]/[CH:9]=[CH:10]\[CH2:11][CH2:12][CH2:13][CH2:14][CH2:15][CH2:16][CH2:17][CH3:18].O[N:22]1[C:26](=[O:27])[CH2:25][CH2:24][C:23]1=[O:28], predict the reaction product. The product is: [C:23]1(=[O:28])[NH:22][C:26](=[O:27])[CH2:25][CH2:24]1.[C:1]([OH:20])(=[O:19])[CH2:2][CH2:3][CH2:4][CH2:5][CH2:6][CH2:7][CH2:8]/[CH:9]=[CH:10]\[CH2:11][CH2:12][CH2:13][CH2:14][CH2:15][CH2:16][CH2:17][CH3:18]. (2) Given the reactants [C:1]([C@@H:3]([NH:5][C:6](=[O:12])OC(C)(C)C)[CH3:4])#[N:2].[CH3:13][O:14][C:15]1[CH:16]=[C:17]([CH:28]=[CH:29][CH:30]=1)[O:18][C:19]1[CH:27]=[CH:26][C:22](C(O)=O)=[CH:21][CH:20]=1, predict the reaction product. The product is: [C:1]([C@@H:3]([NH:5][C:6](=[O:12])[C:22]1[CH:21]=[CH:20][C:19]([O:18][C:17]2[CH:28]=[CH:29][CH:30]=[C:15]([O:14][CH3:13])[CH:16]=2)=[CH:27][CH:26]=1)[CH3:4])#[N:2]. (3) Given the reactants C([N:8]1[CH2:16][CH2:15][CH:14]2[CH:10]([CH2:11][C:12]3[CH:19]=[CH:18][S:17][C:13]=32)[CH2:9]1)C1C=CC=CC=1.C([O-])([O-])=O.[K+].[K+].CC(Cl)OC(Cl)=O, predict the reaction product. The product is: [CH:19]1[C:12]2[CH2:11][CH:10]3[CH:14]([C:13]=2[S:17][CH:18]=1)[CH2:15][CH2:16][NH:8][CH2:9]3. (4) Given the reactants [OH:1][CH2:2][CH:3]1[CH2:11][C:10]2[C:5](=[CH:6][CH:7]=[C:8]([OH:12])[CH:9]=2)[CH2:4]1.C([O-])([O-])=O.[K+].[K+].Cl[C:20]1[CH:28]=[CH:27][C:23]([C:24]([NH2:26])=[O:25])=[CH:22][N:21]=1, predict the reaction product. The product is: [OH:1][CH2:2][CH:3]1[CH2:11][C:10]2[C:5](=[CH:6][CH:7]=[C:8]([O:12][C:20]3[CH:28]=[CH:27][C:23]([C:24]([NH2:26])=[O:25])=[CH:22][N:21]=3)[CH:9]=2)[CH2:4]1. (5) Given the reactants [CH3:1][CH2:2][O:3][C:4]([C:6]1[CH:11]([C:12]2[CH:13]=[CH:14][CH:15]=[CH:16][C:17]=2[Cl:18])[C:10]([C:19]([O:21][CH3:22])=[O:20])=[C:9]([CH3:23])[NH:8][C:7]=1[CH2:24][O:25][CH2:26][CH2:27][NH2:28])=[O:5].CC[O:31][C:32]([C:34]1C(C2C=CC=CC=2Cl)C(C(OC)=O)=C(C)[NH:36][C:35]=1[CH2:52][O:53]CCN)=[O:33].C(/C(O)=O)=C/C(O)=[O:60], predict the reaction product. The product is: [CH3:1][CH2:2][O:3][C:4]([C:6]1[CH:11]([C:12]2[CH:13]=[CH:14][CH:15]=[CH:16][C:17]=2[Cl:18])[C:10]([C:19]([O:21][CH3:22])=[O:20])=[C:9]([CH3:23])[NH:8][C:7]=1[CH2:24][O:25][CH2:26][CH2:27][NH2:28])=[O:5].[NH2:36][C@H:35]([C:52]([O-:53])=[O:60])[CH2:34][C:32]([O-:31])=[O:33]. (6) Given the reactants Cl[C:2]1[CH:7]=[C:6]([N:8]2[CH:12]=[C:11]([C:13]3[NH:14][CH:15]=[CH:16][N:17]=3)[C:10]([C:18]3[CH:23]=[CH:22][CH:21]=[CH:20][C:19]=3[Cl:24])=[N:9]2)[CH:5]=[CH:4][N:3]=1.[C:25]([NH2:28])(=[O:27])[CH3:26].CC1(C)C2C(=C(P(C3C=CC=CC=3)C3C=CC=CC=3)C=CC=2)OC2C(P(C3C=CC=CC=3)C3C=CC=CC=3)=CC=CC1=2.C(=O)([O-])[O-].[Cs+].[Cs+], predict the reaction product. The product is: [Cl:24][C:19]1[CH:20]=[CH:21][CH:22]=[CH:23][C:18]=1[C:10]1[C:11]([C:13]2[NH:14][CH:15]=[CH:16][N:17]=2)=[CH:12][N:8]([C:6]2[CH:5]=[CH:4][N:3]=[C:2]([NH:28][C:25](=[O:27])[CH3:26])[CH:7]=2)[N:9]=1.